Dataset: Catalyst prediction with 721,799 reactions and 888 catalyst types from USPTO. Task: Predict which catalyst facilitates the given reaction. (1) Reactant: [CH3:1][C:2]1[CH:3]=[C:4]([C:12]2[CH:17]=[CH:16][CH:15]=[CH:14][C:13]=2[C:18]([F:21])([F:20])[F:19])[CH:5]=[C:6]([N+:9]([O-])=O)[C:7]=1[NH2:8].Cl. Product: [CH3:1][C:2]1[C:7]([NH2:8])=[C:6]([NH2:9])[CH:5]=[C:4]([C:12]2[CH:17]=[CH:16][CH:15]=[CH:14][C:13]=2[C:18]([F:19])([F:20])[F:21])[CH:3]=1. The catalyst class is: 447. (2) Reactant: [CH2:1]([O:4][C:5](=[O:24])[NH:6][C:7]1[CH:12]=[CH:11][CH:10]=[C:9]([C:13](=O)[CH2:14][C:15]2[CH:20]=[CH:19][N:18]=[C:17]([Cl:21])[N:16]=2)[C:8]=1[F:23])[CH:2]=[CH2:3].C1C(=O)N(Br)C(=O)C1.[NH2:33][C:34]([CH:36]1[CH2:41][CH2:40][N:39]([C:42]([O:44][C:45]([CH3:48])([CH3:47])[CH3:46])=[O:43])[CH2:38][CH2:37]1)=[S:35]. Product: [Cl:21][C:17]1[N:16]=[C:15]([C:14]2[S:35][C:34]([CH:36]3[CH2:41][CH2:40][N:39]([C:42]([O:44][C:45]([CH3:48])([CH3:47])[CH3:46])=[O:43])[CH2:38][CH2:37]3)=[N:33][C:13]=2[C:9]2[CH:10]=[CH:11][CH:12]=[C:7]([NH:6][C:5]([O:4][CH2:1][CH:2]=[CH2:3])=[O:24])[C:8]=2[F:23])[CH:20]=[CH:19][N:18]=1. The catalyst class is: 80. (3) Reactant: [Cl:1][C:2]1[C:10]([C:11]([F:14])([F:13])[F:12])=[C:9]([F:15])[CH:8]=[CH:7][C:3]=1[C:4](O)=[O:5].[N:16]1([O-])C2C=CC=CC=2N=N1.[NH4+].Cl.CN(C)CCCN=C=NCC.C(N1CCOCC1)C.C(=O)([O-])O.[Na+]. Product: [Cl:1][C:2]1[C:10]([C:11]([F:14])([F:13])[F:12])=[C:9]([F:15])[CH:8]=[CH:7][C:3]=1[C:4]([NH2:16])=[O:5]. The catalyst class is: 4. (4) Reactant: [CH:1]1([NH:6][C:7]2[C:12]([C:13]([OH:15])=O)=[CH:11][N:10]=[C:9]3[N:16]([CH2:19][CH3:20])[N:17]=[CH:18][C:8]=23)[CH2:5][CH2:4][CH2:3][CH2:2]1.CN(C(O[N:29]1[N:37]=NC2C=CC=C[C:30]1=2)=[N+](C)C)C.F[P-](F)(F)(F)(F)F.CCN(C(C)C)C(C)C.C1C=CC2N(O)N=NC=2C=1.CNN. Product: [CH:1]1([NH:6][C:7]2[C:12]([C:13]([N:29]([CH3:30])[NH2:37])=[O:15])=[CH:11][N:10]=[C:9]3[N:16]([CH2:19][CH3:20])[N:17]=[CH:18][C:8]=23)[CH2:2][CH2:3][CH2:4][CH2:5]1. The catalyst class is: 607.